Dataset: Retrosynthesis with 50K atom-mapped reactions and 10 reaction types from USPTO. Task: Predict the reactants needed to synthesize the given product. (1) Given the product NC(=O)c1ccc(Oc2ccc3c(c2)CNCC3)nc1, predict the reactants needed to synthesize it. The reactants are: CC(C)(C)OC(=O)N1CCc2ccc(Oc3ccc(C(N)=O)cn3)cc2C1. (2) Given the product CC(C)n1nc(C(=O)O)c2cc(F)ccc21, predict the reactants needed to synthesize it. The reactants are: CCOC(=O)c1nn(C(C)C)c2ccc(F)cc12. (3) The reactants are: [O-][n+]1ccc(Cl)c2ccc(C(F)(F)F)cc21.[OH-]. Given the product [O-][n+]1ccc(O)c2ccc(C(F)(F)F)cc21, predict the reactants needed to synthesize it. (4) Given the product CC(C)(C)C(=O)c1c[nH]c2ncc(-c3ccccc3O)nc12, predict the reactants needed to synthesize it. The reactants are: CC(C)(C)C(=O)c1c[nH]c2ncc(Br)nc12.OB(O)c1ccccc1O. (5) Given the product CC(=O)Nc1nc(CN2CCN(C(c3ccccc3)c3ccccc3)CC2)cs1, predict the reactants needed to synthesize it. The reactants are: CC(=O)Nc1nc(CCl)cs1.c1ccc(C(c2ccccc2)N2CCNCC2)cc1. (6) Given the product CCCCCCCCCCCOc1cc(CO)cc(OCCCCCCCCCCC)c1, predict the reactants needed to synthesize it. The reactants are: CCCCCCCCCCCOc1cc(OCCCCCCCCCCC)cc(C(=O)OC)c1.